Dataset: Forward reaction prediction with 1.9M reactions from USPTO patents (1976-2016). Task: Predict the product of the given reaction. Given the reactants [CH3:1][O:2][C:3]1[CH:4]=[C:5]2[C:10](=[CH:11][CH:12]=1)[NH:9][C:8](=O)[CH:7]=[CH:6]2.P(Br)(Br)([Br:16])=O, predict the reaction product. The product is: [Br:16][C:8]1[CH:7]=[CH:6][C:5]2[C:10](=[CH:11][CH:12]=[C:3]([O:2][CH3:1])[CH:4]=2)[N:9]=1.